Dataset: Reaction yield outcomes from USPTO patents with 853,638 reactions. Task: Predict the reaction yield, written as a fraction of the theoretical maximum amount of product (1.0 means a 100% yield; for example, 0.34 means a 34% yield). (1) The reactants are [CH3:1][O:2][C:3]([C:5]1[S:6][C:7]([C:27]2[CH2:36][CH2:35][C:30]3([O:34][CH2:33][CH2:32][O:31]3)[CH2:29][CH:28]=2)=[CH:8][C:9]=1[N:10]([C@H:20]1[CH2:25][CH2:24][C@H:23]([OH:26])[CH2:22][CH2:21]1)[C:11]([C@H:13]1[CH2:18][CH2:17][C@H:16]([CH3:19])[CH2:15][CH2:14]1)=[O:12])=[O:4]. The catalyst is CO. The product is [CH3:1][O:2][C:3]([C:5]1[S:6][C:7]([CH:27]2[CH2:36][CH2:35][C:30]3([O:34][CH2:33][CH2:32][O:31]3)[CH2:29][CH2:28]2)=[CH:8][C:9]=1[N:10]([C@H:20]1[CH2:21][CH2:22][C@H:23]([OH:26])[CH2:24][CH2:25]1)[C:11]([C@H:13]1[CH2:14][CH2:15][C@H:16]([CH3:19])[CH2:17][CH2:18]1)=[O:12])=[O:4]. The yield is 0.950. (2) The reactants are Cl[C:2]1[N:7]=[C:6]([NH:8][C:9]2[NH:10][N:11]=[C:12]([CH3:14])[CH:13]=2)[CH:5]=[C:4]([C:15]2[CH:20]=[CH:19][CH:18]=[CH:17][CH:16]=2)[N:3]=1.[C:21]([NH:24][C:25]1[CH:30]=[CH:29][C:28]([SH:31])=[CH:27][CH:26]=1)(=[O:23])[CH3:22]. The catalyst is C(O)(C)(C)C. The product is [C:21]([NH:24][C:25]1[CH:30]=[CH:29][C:28]([S:31][C:2]2[N:7]=[C:6]([NH:8][C:9]3[NH:10][N:11]=[C:12]([CH3:14])[CH:13]=3)[CH:5]=[C:4]([C:15]3[CH:20]=[CH:19][CH:18]=[CH:17][CH:16]=3)[N:3]=2)=[CH:27][CH:26]=1)(=[O:23])[CH3:22]. The yield is 0.850. (3) The reactants are Br[C:2]1[CH:3]=[CH:4][C:5]2=[C:6]([CH:19]=1)[NH:7][C:8](=[O:18])[CH2:9][N:10]=[C:11]2[C:12]1[CH:17]=[CH:16][CH:15]=[CH:14][CH:13]=1.[C:20]([O:24][CH3:25])(=[O:23])[CH:21]=[CH2:22].C(N(CC)CC)C. The catalyst is CN(C=O)C.C1C=CC(/C=C/C(/C=C/C2C=CC=CC=2)=O)=CC=1.C1C=CC(/C=C/C(/C=C/C2C=CC=CC=2)=O)=CC=1.C1C=CC(/C=C/C(/C=C/C2C=CC=CC=2)=O)=CC=1.[Pd].[Pd]. The product is [O:18]=[C:8]1[NH:7][C:6]2[CH:19]=[C:2](/[CH:22]=[CH:21]/[C:20]([O:24][CH3:25])=[O:23])[CH:3]=[CH:4][C:5]=2[C:11]([C:12]2[CH:17]=[CH:16][CH:15]=[CH:14][CH:13]=2)=[N:10][CH2:9]1. The yield is 0.330. (4) The reactants are [C:1]([C:5]1[O:9][N:8]=[C:7]([NH:10][C:11]([NH:13][C:14]2[CH:19]=[CH:18][CH:17]=[C:16]([O:20][C:21]3[C:30]4[C:25](=[CH:26][C:27]([O:34][CH2:35][CH3:36])=[C:28]([O:31][CH2:32][CH3:33])[CH:29]=4)[N:24]=[CH:23][N:22]=3)[CH:15]=2)=[O:12])[CH:6]=1)([CH3:4])([CH3:3])[CH3:2].[ClH:37].CCOCC. The catalyst is C(Cl)Cl.CO. The product is [ClH:37].[C:1]([C:5]1[O:9][N:8]=[C:7]([NH:10][C:11]([NH:13][C:14]2[CH:19]=[CH:18][CH:17]=[C:16]([O:20][C:21]3[C:30]4[C:25](=[CH:26][C:27]([O:34][CH2:35][CH3:36])=[C:28]([O:31][CH2:32][CH3:33])[CH:29]=4)[N:24]=[CH:23][N:22]=3)[CH:15]=2)=[O:12])[CH:6]=1)([CH3:3])([CH3:2])[CH3:4]. The yield is 0.200.